From a dataset of NCI-60 drug combinations with 297,098 pairs across 59 cell lines. Regression. Given two drug SMILES strings and cell line genomic features, predict the synergy score measuring deviation from expected non-interaction effect. (1) Drug 1: C1=CN(C=N1)CC(O)(P(=O)(O)O)P(=O)(O)O. Drug 2: C(CCl)NC(=O)N(CCCl)N=O. Cell line: 786-0. Synergy scores: CSS=8.29, Synergy_ZIP=-1.25, Synergy_Bliss=-0.199, Synergy_Loewe=1.84, Synergy_HSA=0.620. (2) Drug 1: CCC1(CC2CC(C3=C(CCN(C2)C1)C4=CC=CC=C4N3)(C5=C(C=C6C(=C5)C78CCN9C7C(C=CC9)(C(C(C8N6C=O)(C(=O)OC)O)OC(=O)C)CC)OC)C(=O)OC)O.OS(=O)(=O)O. Drug 2: C1=CC=C(C(=C1)C(C2=CC=C(C=C2)Cl)C(Cl)Cl)Cl. Cell line: EKVX. Synergy scores: CSS=-1.68, Synergy_ZIP=0.721, Synergy_Bliss=0.651, Synergy_Loewe=-4.95, Synergy_HSA=-2.97. (3) Drug 1: CCCS(=O)(=O)NC1=C(C(=C(C=C1)F)C(=O)C2=CNC3=C2C=C(C=N3)C4=CC=C(C=C4)Cl)F. Drug 2: CCC1=C2CN3C(=CC4=C(C3=O)COC(=O)C4(CC)O)C2=NC5=C1C=C(C=C5)O. Cell line: BT-549. Synergy scores: CSS=25.7, Synergy_ZIP=2.04, Synergy_Bliss=2.51, Synergy_Loewe=-30.1, Synergy_HSA=-0.0137. (4) Drug 1: CC12CCC3C(C1CCC2O)C(CC4=C3C=CC(=C4)O)CCCCCCCCCS(=O)CCCC(C(F)(F)F)(F)F. Drug 2: C1=CN(C=N1)CC(O)(P(=O)(O)O)P(=O)(O)O. Cell line: U251. Synergy scores: CSS=-0.534, Synergy_ZIP=1.48, Synergy_Bliss=1.21, Synergy_Loewe=-0.972, Synergy_HSA=-1.01. (5) Drug 1: CCC1(CC2CC(C3=C(CCN(C2)C1)C4=CC=CC=C4N3)(C5=C(C=C6C(=C5)C78CCN9C7C(C=CC9)(C(C(C8N6C=O)(C(=O)OC)O)OC(=O)C)CC)OC)C(=O)OC)O.OS(=O)(=O)O. Drug 2: CC1=C(C(CCC1)(C)C)C=CC(=CC=CC(=CC(=O)O)C)C. Cell line: MDA-MB-435. Synergy scores: CSS=68.8, Synergy_ZIP=0.423, Synergy_Bliss=1.93, Synergy_Loewe=-21.9, Synergy_HSA=3.73. (6) Drug 1: C1=NC2=C(N=C(N=C2N1C3C(C(C(O3)CO)O)O)F)N. Drug 2: CCC1(CC2CC(C3=C(CCN(C2)C1)C4=CC=CC=C4N3)(C5=C(C=C6C(=C5)C78CCN9C7C(C=CC9)(C(C(C8N6C)(C(=O)OC)O)OC(=O)C)CC)OC)C(=O)OC)O.OS(=O)(=O)O. Cell line: NCIH23. Synergy scores: CSS=-1.34, Synergy_ZIP=0.629, Synergy_Bliss=3.50, Synergy_Loewe=1.77, Synergy_HSA=1.72. (7) Drug 1: CC1=C(C=C(C=C1)NC2=NC=CC(=N2)N(C)C3=CC4=NN(C(=C4C=C3)C)C)S(=O)(=O)N.Cl. Drug 2: C1=NC2=C(N=C(N=C2N1C3C(C(C(O3)CO)O)O)F)N. Cell line: OVCAR-5. Synergy scores: CSS=-2.88, Synergy_ZIP=0.430, Synergy_Bliss=-0.544, Synergy_Loewe=-3.50, Synergy_HSA=-2.60.